Dataset: Reaction yield outcomes from USPTO patents with 853,638 reactions. Task: Predict the reaction yield, written as a fraction of the theoretical maximum amount of product (1.0 means a 100% yield; for example, 0.34 means a 34% yield). (1) The reactants are [Cl:1][C:2]1[CH:10]=[CH:9][C:8]([CH3:11])=[CH:7][C:3]=1[C:4]([NH2:6])=[O:5].C1C(=O)N([Br:19])C(=O)C1.CC(N=NC(C#N)(C)C)(C#N)C. The catalyst is CC#N. The product is [Br:19][CH2:11][C:8]1[CH:9]=[CH:10][C:2]([Cl:1])=[C:3]([CH:7]=1)[C:4]([NH2:6])=[O:5]. The yield is 0.420. (2) The reactants are C[Si](C)(C)[C:3]#[C:4]/[CH:5]=[CH:6]\[C:7]1[CH:12]=[CH:11][CH:10]=[CH:9][N:8]=1.[F-].[Cs+].[CH2:17]([OH:22])[CH2:18][CH2:19][CH2:20][CH3:21]. The catalyst is CO.O. The product is [CH2:17]([O:22][CH2:3][C:4]1[N:8]2[C:7]([CH:12]=[CH:11][CH:10]=[CH:9]2)=[CH:6][CH:5]=1)[CH2:18][CH2:19][CH2:20][CH3:21]. The yield is 0.310.